Dataset: Full USPTO retrosynthesis dataset with 1.9M reactions from patents (1976-2016). Task: Predict the reactants needed to synthesize the given product. (1) Given the product [CH2:9]([O:8][C:5]1[CH:6]=[CH:7][C:2]([C:29]2([OH:32])[CH2:28][CH2:27][CH:26]([CH:23]3[CH2:24][CH2:25][CH:21]([CH2:18][CH2:19][CH3:20])[CH2:22]3)[CH2:31][CH2:30]2)=[C:3]([F:12])[C:4]=1[F:11])[CH3:10], predict the reactants needed to synthesize it. The reactants are: Br[C:2]1[CH:7]=[CH:6][C:5]([O:8][CH2:9][CH3:10])=[C:4]([F:11])[C:3]=1[F:12].C([Li])CCC.[CH2:18]([CH:21]1[CH2:25][CH2:24][CH:23]([CH:26]2[CH2:31][CH2:30][C:29](=[O:32])[CH2:28][CH2:27]2)[CH2:22]1)[CH2:19][CH3:20].[Cl-].[NH4+]. (2) Given the product [CH3:10][O:11][C:12](=[O:23])[CH2:13][CH2:14][C:15]1[CH:20]=[CH:19][C:18]([O:21][C:2]2[CH:7]=[C:6]([F:8])[CH:5]=[C:4]([Br:9])[CH:3]=2)=[CH:17][C:16]=1[CH3:22], predict the reactants needed to synthesize it. The reactants are: Br[C:2]1[CH:7]=[C:6]([F:8])[CH:5]=[C:4]([Br:9])[CH:3]=1.[CH3:10][O:11][C:12](=[O:23])[CH2:13][CH2:14][C:15]1[CH:20]=[CH:19][C:18]([OH:21])=[CH:17][C:16]=1[CH3:22]. (3) Given the product [C:1]([CH2:3][C:4]([NH:2][CH2:1][CH2:3][CH3:4])=[O:6])#[N:2], predict the reactants needed to synthesize it. The reactants are: [C:1]([CH2:3][C:4]([O:6]CC)=O)#[N:2]. (4) The reactants are: [Cl:1][C:2]1[CH:3]=[CH:4][C:5]([NH:28][C:29](=[O:38])[C:30]2[CH:35]=[CH:34][CH:33]=[C:32]([CH2:36]Cl)[CH:31]=2)=[C:6]([C:8]2[CH:9]=[C:10]([CH:25]=[CH:26][N:27]=2)[C:11]([NH:13][CH2:14][C:15]2[CH:20]=[CH:19][CH:18]=[C:17]([C:21]([F:24])([F:23])[F:22])[CH:16]=2)=[O:12])[CH:7]=1.ClCC1C=C(C=CC=1)C(NC1C=CC(N2CCCCC2)=CC=1C1C=C(C=CN=1)C(NCC1C=CC=C(C(F)(F)F)C=1)=O)=O.[SH:82][C:83]1[CH:84]=[C:85]([CH:89]=[CH:90][CH:91]=1)[C:86]([OH:88])=[O:87].C([O-])([O-])=O.[K+].[K+].Cl. Given the product [Cl:1][C:2]1[CH:3]=[CH:4][C:5]([NH:28][C:29]([C:30]2[CH:31]=[C:32]([CH:33]=[CH:34][CH:35]=2)[CH2:36][S:82][C:83]2[CH:84]=[C:85]([CH:89]=[CH:90][CH:91]=2)[C:86]([OH:88])=[O:87])=[O:38])=[C:6]([C:8]2[CH:9]=[C:10]([C:11](=[O:12])[NH:13][CH2:14][C:15]3[CH:20]=[CH:19][CH:18]=[C:17]([C:21]([F:23])([F:22])[F:24])[CH:16]=3)[CH:25]=[CH:26][N:27]=2)[CH:7]=1, predict the reactants needed to synthesize it. (5) Given the product [CH3:28][C:23]1[C:22]([C:20]2[CH:19]=[C:18]([N:29]3[CH2:34][CH2:33][O:32][CH2:31][CH2:30]3)[N:17]=[C:16]([NH:15][C:12]3[CH:13]=[CH:14][C:9]([C:5]4([C:3]([OH:4])=[O:2])[CH2:8][CH2:7][CH2:6]4)=[CH:10][CH:11]=3)[N:21]=2)=[C:26]([CH3:27])[O:25][N:24]=1, predict the reactants needed to synthesize it. The reactants are: C[O:2][C:3]([C:5]1([C:9]2[CH:14]=[CH:13][C:12]([NH:15][C:16]3[N:21]=[C:20]([C:22]4[C:23]([CH3:28])=[N:24][O:25][C:26]=4[CH3:27])[CH:19]=[C:18]([N:29]4[CH2:34][CH2:33][O:32][CH2:31][CH2:30]4)[N:17]=3)=[CH:11][CH:10]=2)[CH2:8][CH2:7][CH2:6]1)=[O:4].[OH-].[Na+]. (6) The reactants are: Cl[C:2]1[N:3]=[C:4]([N:21]2[CH2:26][CH2:25][O:24][CH2:23][CH2:22]2)[C:5]2[S:10][C:9]([C:11]3[CH:16]=[CH:15][CH:14]=[C:13]([S:17]([CH3:20])(=[O:19])=[O:18])[CH:12]=3)=[CH:8][C:6]=2[N:7]=1.C([O:29][C:30]([C:32]1[CH:33]=[N:34][CH:35]=[C:36](B2OC(C)(C)C(C)(C)O2)[CH:37]=1)=[O:31])C. Given the product [CH3:20][S:17]([C:13]1[CH:12]=[C:11]([C:9]2[S:10][C:5]3[C:4]([N:21]4[CH2:26][CH2:25][O:24][CH2:23][CH2:22]4)=[N:3][C:2]([C:36]4[CH:37]=[C:32]([C:30]([OH:31])=[O:29])[CH:33]=[N:34][CH:35]=4)=[N:7][C:6]=3[CH:8]=2)[CH:16]=[CH:15][CH:14]=1)(=[O:19])=[O:18], predict the reactants needed to synthesize it. (7) The reactants are: [NH2:1][C:2]1[CH:20]=[CH:19][CH:18]=[CH:17][C:3]=1[C:4]([NH:6][C:7]1[CH:12]=[CH:11][C:10]([CH:13]([CH2:15][CH3:16])[CH3:14])=[CH:9][CH:8]=1)=[O:5].[OH:21][CH2:22][CH2:23][O:24][C:25]1[C:32]([CH3:33])=[CH:31][C:28]([CH:29]=O)=[CH:27][C:26]=1[CH3:34].S([O-])(O)=O.[Na+].C1(C)C=CC(S(O)(=O)=O)=CC=1. Given the product [CH:13]([C:10]1[CH:11]=[CH:12][C:7]([N:6]2[C:4](=[O:5])[C:3]3[C:2](=[CH:20][CH:19]=[CH:18][CH:17]=3)[N:1]=[C:29]2[C:28]2[CH:31]=[C:32]([CH3:33])[C:25]([O:24][CH2:23][CH2:22][OH:21])=[C:26]([CH3:34])[CH:27]=2)=[CH:8][CH:9]=1)([CH2:15][CH3:16])[CH3:14], predict the reactants needed to synthesize it. (8) Given the product [Br:1][C:2]1[S:12][C:5]2=[N:6][C:7]([CH3:11])=[CH:8][C:9]([NH:10][S:21]([C:17]3[CH:18]=[CH:19][CH:20]=[C:15]([Cl:14])[CH:16]=3)(=[O:23])=[O:22])=[C:4]2[C:3]=1[CH3:13], predict the reactants needed to synthesize it. The reactants are: [Br:1][C:2]1[S:12][C:5]2[N:6]=[C:7]([CH3:11])[CH:8]=[C:9]([NH2:10])[C:4]=2[C:3]=1[CH3:13].[Cl:14][C:15]1[CH:16]=[C:17]([S:21](Cl)(=[O:23])=[O:22])[CH:18]=[CH:19][CH:20]=1.CC(C)([O-])C.[Na+]. (9) Given the product [N:1]1([C:10]2[CH:15]=[CH:14][C:13]([O:16][CH2:49][CH2:50][O:51][C:52]3[CH:64]=[CH:63][C:55]([C:56]([O:58][C:59]([CH3:61])([CH3:60])[CH3:62])=[O:57])=[CH:54][CH:53]=3)=[CH:12][CH:11]=2)[C:5]2[CH:6]=[CH:7][CH:8]=[CH:9][C:4]=2[N:3]=[CH:2]1, predict the reactants needed to synthesize it. The reactants are: [N:1]1([C:10]2[CH:15]=[CH:14][C:13]([OH:16])=[CH:12][CH:11]=2)[C:5]2[CH:6]=[CH:7][CH:8]=[CH:9][C:4]=2[N:3]=[CH:2]1.C(P(CCCC)CCCC)CCC.N(C(N1CCCCC1)=O)=NC(N1CCCCC1)=O.O[CH2:49][CH2:50][O:51][C:52]1[CH:64]=[CH:63][C:55]([C:56]([O:58][C:59]([CH3:62])([CH3:61])[CH3:60])=[O:57])=[CH:54][CH:53]=1.